Dataset: Experimentally validated miRNA-target interactions with 360,000+ pairs, plus equal number of negative samples. Task: Binary Classification. Given a miRNA mature sequence and a target amino acid sequence, predict their likelihood of interaction. (1) The miRNA is hsa-miR-609 with sequence AGGGUGUUUCUCUCAUCUCU. The protein sequence of the target gene is MDASRPKSSESQSSLEAPRPGPNPSPNVVNKPLQRDFPGMVADRLPPKTGVVVIDMGTGTCKVGFAGQASPTYTVATILGCQPKKPATSGQSGLQTFIGEAARVLPELTLVQPLRSGIVVDWDAAELIWRHLLEHDLRVATHDHPLLFSDPPFSPATNREKLVEVAFESLRSPAMYVASQSVLSVYAHGRVSGLVVDTGHGVTYTVPVFQGYNLLHATERLDLAGNHLTAFLAEMLLQAGLPLGQQDLDLVENIKHHYCYVASDFQKEQARPEQEYKRTLKLPDGRTVTLGKELFQCPEL.... Result: 0 (no interaction). (2) The miRNA is hsa-miR-106a-5p with sequence AAAAGUGCUUACAGUGCAGGUAG. The protein sequence of the target gene is MQPLEVGLVPAPAGEPRLTRWLRRGSGILAHLVALGFTIFLTALSRPGTSLFSWHPVFMALAFCLCMAEAILLFSPEHSLFFFCSRKARIRLHWAGQTLAILCAALGLGFIISSRTRSELPHLVSWHSWVGALTLLATAVQALCGLCLLCPRAARVSRVARLKLYHLTCGLVVYLMATVTVLLGMYSVWFQAQIKGAAWYLCLALPVYPALVIMHQISRSYLPRKKMEM. Result: 1 (interaction). (3) The miRNA is hsa-miR-4799-3p with sequence ACUGGCAUGCUGCAUUUAUAUA. The protein sequence of the target gene is MKVHMHTKFCLICLLTFIFHHCNHCHEEHDHGPEALHRQHRGMTELEPSKFSKQAAENEKKYYIEKLFERYGENGRLSFFGLEKLLTNLGLGERKVVEINHEDLGHDHVSHLDILAVQEGKHFHSHNHQHSHNHLNSENQTVTSVSTKRNHKCDPEKETVEVSVKSDDKHMHDHNHRLRHHHRLHHHLDHNNTHHFHNDSITPSERGEPSNEPSTETNKTQEQSDVKLPKGKRKKKGRKSNENSEVITPGFPPNHDQGEQYEHNRVHKPDRVHNPGHSHVHLPERNGHDPGRGHQDLDPD.... Result: 1 (interaction). (4) The miRNA is hsa-miR-6889-3p with sequence UCUGUGCCCCUACUUCCCAG. The protein sequence of the target gene is MAGRARSRLLLLLGLLALQSSCLAFRSPLSVFKRFKETTRSFSNECLGTTRPITPIDSSDFTLDIRMPGVTPKESDTYFCMSMRLPVDEEAFVIDFKPRASMDTVHHMLLFGCNMPSSTGSYWFCDEGTCTDKANILYAWARNAPPTRLPKGVGFRVGGETGSKYFVLQVHYGDISAFRDNHKDCSGVSLHLTRVPQPLIAGMYLMMSVNTVIPPGEKVVNSDISCHYKMYPMHVFAYRVHTHHLGKVVSGYRVRNGQWTLIGRQSPQLPQAFYPVEHPVDVAFGDILAARCVFTGEGRT.... Result: 0 (no interaction). (5) The miRNA is hsa-miR-183-5p with sequence UAUGGCACUGGUAGAAUUCACU. The protein sequence of the target gene is MVQRMWAEAAGPAGGAEPLFPGSRRSRSVWDAVRLEVGVPDSCPVVLHSFTQLDPDLPRPESSTQEIGEELINGVIYSISLRKVQLHHGGNKGQRWLGYENESALNLYETCKVRTVKAGTLEKLVEHLVPAFQGSDLSYVTIFLCTYRAFTTTQQVLDLLFKRYGRCDALTASSRYGCILPYSDEDGGPQDQLKNAISSILGTWLDQYSEDFCQPPDFPCLKQLVAYVQLNMPGSDLERRAHLLLAQLEHSEPIEAEPEALSPVPALKPTPELELALTPARAPSPVPAPAPEPEPAPTPA.... Result: 1 (interaction).